From a dataset of Forward reaction prediction with 1.9M reactions from USPTO patents (1976-2016). Predict the product of the given reaction. (1) The product is: [CH:6]1([NH:9][C:10](=[O:39])[C:11]2[CH:16]=[CH:15][C:14]([CH3:17])=[C:13]([N:18]3[CH:23]=[CH:22][N:21]=[C:20]([NH:24][C@@H:25]([C:28]4[CH:33]=[CH:32][CH:31]=[CH:30][C:29]=4[O:34][CH2:35][CH2:36][N:42]4[CH2:43][CH2:44][CH2:41][CH2:40]4)[CH2:26][CH3:27])[C:19]3=[O:38])[CH:12]=2)[CH2:8][CH2:7]1. Given the reactants CS(Cl)(=O)=O.[CH:6]1([NH:9][C:10](=[O:39])[C:11]2[CH:16]=[CH:15][C:14]([CH3:17])=[C:13]([N:18]3[CH:23]=[CH:22][N:21]=[C:20]([NH:24][C@@H:25]([C:28]4[CH:33]=[CH:32][CH:31]=[CH:30][C:29]=4[O:34][CH2:35][CH2:36]O)[CH2:26][CH3:27])[C:19]3=[O:38])[CH:12]=2)[CH2:8][CH2:7]1.[CH2:40]([N:42](CC)[CH2:43][CH3:44])[CH3:41].O, predict the reaction product. (2) Given the reactants [CH:1]1[C:13]2[NH:12][C:11]3[C:6](=[CH:7][CH:8]=[CH:9][CH:10]=3)[C:5]=2[CH:4]=[C:3]([N:14]2[C:26]3[CH:25]=[CH:24][CH:23]=[CH:22][C:21]=3[C:20]3[C:15]2=[CH:16][CH:17]=[CH:18][CH:19]=3)[CH:2]=1.C([O-])([O-])=O.[K+].[K+].[C:42](P([C:42]([CH3:45])([CH3:44])[CH3:43])[C:42]([CH3:45])([CH3:44])[CH3:43])([CH3:45])([CH3:44])[CH3:43], predict the reaction product. The product is: [CH3:3][C:2]1[CH:1]=[CH:13][CH:44]=[C:42]([CH3:43])[C:45]=1[N:12]1[C:13]2[CH:1]=[CH:2][C:3]([N:14]3[C:15]4[CH:16]=[CH:17][CH:18]=[CH:19][C:20]=4[C:21]4[C:26]3=[CH:25][CH:24]=[CH:23][CH:22]=4)=[CH:4][C:5]=2[C:6]2[C:11]1=[CH:10][CH:9]=[CH:8][CH:7]=2. (3) Given the reactants [Cl:1][C:2]1[CH:3]=[CH:4][C:5]([NH:12][C:13]2[CH:14]=[C:15]3[C:19](=[CH:20][CH:21]=2)[N:18]([C:22]2[CH:27]=[CH:26][C:25]([Cl:28])=[CH:24][CH:23]=2)[CH:17]=[CH:16]3)=[C:6]([CH:11]=1)[C:7]([O:9]C)=[O:8].[OH-].[Na+].O.Cl, predict the reaction product. The product is: [Cl:1][C:2]1[CH:3]=[CH:4][C:5]([NH:12][C:13]2[CH:14]=[C:15]3[C:19](=[CH:20][CH:21]=2)[N:18]([C:22]2[CH:27]=[CH:26][C:25]([Cl:28])=[CH:24][CH:23]=2)[CH:17]=[CH:16]3)=[C:6]([CH:11]=1)[C:7]([OH:9])=[O:8]. (4) Given the reactants Br[C:2]1[CH:7]=[CH:6][C:5]([C:8]2[N:12]([C:13]3[CH:18]=[CH:17][CH:16]=[C:15]([S:19]([CH3:22])(=[O:21])=[O:20])[CH:14]=3)[C:11]([CH3:23])=[C:10]([C:24]([O:26][CH2:27][CH3:28])=[O:25])[CH:9]=2)=[CH:4][CH:3]=1.[NH:29]1[CH2:34][CH2:33][O:32][CH2:31][CH2:30]1.C1C=CC(P(C2C(C3C(P(C4C=CC=CC=4)C4C=CC=CC=4)=CC=C4C=3C=CC=C4)=C3C(C=CC=C3)=CC=2)C2C=CC=CC=2)=CC=1.CC(C)([O-])C.[Na+], predict the reaction product. The product is: [CH2:27]([O:26][C:24]([C:10]1[CH:9]=[C:8]([C:5]2[CH:6]=[CH:7][C:2]([N:29]3[CH2:34][CH2:33][O:32][CH2:31][CH2:30]3)=[CH:3][CH:4]=2)[N:12]([C:13]2[CH:18]=[CH:17][CH:16]=[C:15]([S:19]([CH3:22])(=[O:21])=[O:20])[CH:14]=2)[C:11]=1[CH3:23])=[O:25])[CH3:28]. (5) Given the reactants [CH:1]([C:4]1[CH:32]=[CH:31][C:7]([CH2:8][C:9]2[C:17]3[O:16][C:15]([CH3:19])([CH3:18])[C:14](=[O:20])[C:13]=3[C:12]([CH3:21])=[C:11]([NH:22][C:23](=[O:29])[CH2:24][C:25]([CH3:28])([CH3:27])[CH3:26])[C:10]=2[CH3:30])=[CH:6][CH:5]=1)([CH3:3])[CH3:2], predict the reaction product. The product is: [OH:20][CH:14]1[C:13]2[C:12]([CH3:21])=[C:11]([NH:22][C:23](=[O:29])[CH2:24][C:25]([CH3:28])([CH3:27])[CH3:26])[C:10]([CH3:30])=[C:9]([CH2:8][C:7]3[CH:31]=[CH:32][C:4]([CH:1]([CH3:3])[CH3:2])=[CH:5][CH:6]=3)[C:17]=2[O:16][C:15]1([CH3:19])[CH3:18]. (6) The product is: [Cl:1][C:2]1[CH:9]=[C:8]([N:18]2[CH2:19][CH2:20][C@H:16]([C:13]([OH:12])([CH3:15])[CH3:14])[C@@H:17]2[CH3:21])[C:7]([F:11])=[CH:6][C:3]=1[C:4]#[N:5]. Given the reactants [Cl:1][C:2]1[CH:9]=[C:8](F)[C:7]([F:11])=[CH:6][C:3]=1[C:4]#[N:5].[OH:12][C:13]([C@H:16]1[CH2:20][CH2:19][NH:18][C@H:17]1[CH3:21])([CH3:15])[CH3:14].C(=O)([O-])[O-].[Li+].[Li+], predict the reaction product.